From a dataset of Forward reaction prediction with 1.9M reactions from USPTO patents (1976-2016). Predict the product of the given reaction. (1) The product is: [Cl:15][C:9]1[CH:10]=[C:11]([CH3:14])[CH:12]=[CH:13][C:8]=1[C:6]1[N:3]=[CH:1][S:2][C:5]=1[S:16][CH2:17][C:18]([O:20][CH3:21])=[O:19]. Given the reactants [CH:1]([NH2:3])=[S:2].Br[CH:5]([S:16][CH2:17][C:18]([O:20][CH3:21])=[O:19])[C:6]([C:8]1[CH:13]=[CH:12][C:11]([CH3:14])=[CH:10][C:9]=1[Cl:15])=O, predict the reaction product. (2) Given the reactants [F:1][C:2]([F:26])([F:25])[CH2:3][NH:4][C:5]([C:7]1([CH2:20][CH2:21][CH2:22][CH2:23]Br)[C:19]2[CH:18]=[CH:17][CH:16]=[CH:15][C:14]=2[C:13]2[C:8]1=[CH:9][CH:10]=[CH:11][CH:12]=2)=[O:6].[Cl:27][C:28]1[CH:37]=[CH:36][CH:35]=[C:34]2[C:29]=1[CH:30]=[CH:31][C:32]([N:38]1[CH2:43][C@H:42]([CH3:44])[NH:41][C@H:40]([CH3:45])[CH2:39]1)=[N:33]2, predict the reaction product. The product is: [F:1][C:2]([F:26])([F:25])[CH2:3][NH:4][C:5]([C:7]1([CH2:20][CH2:21][CH2:22][CH2:23][N:41]2[C@H:42]([CH3:44])[CH2:43][N:38]([C:32]3[CH:31]=[CH:30][C:29]4[C:34](=[CH:35][CH:36]=[CH:37][C:28]=4[Cl:27])[N:33]=3)[CH2:39][C@@H:40]2[CH3:45])[C:19]2[CH:18]=[CH:17][CH:16]=[CH:15][C:14]=2[C:13]2[C:8]1=[CH:9][CH:10]=[CH:11][CH:12]=2)=[O:6]. (3) The product is: [ClH:34].[ClH:34].[N:1]1[CH:6]=[CH:5][N:4]=[CH:3][C:2]=1[C:7]1[C:8](=[O:33])[NH:9][C:10](=[O:32])[N:11]([CH2:13][CH2:14][CH2:15][N:16]2[CH2:21][C@H:20]3[C@:18]([C:22]4[CH:27]=[CH:26][C:25]([C:28]([F:31])([F:29])[F:30])=[CH:24][CH:23]=4)([CH2:19]3)[CH2:17]2)[CH:12]=1. Given the reactants [N:1]1[CH:6]=[CH:5][N:4]=[CH:3][C:2]=1[C:7]1[C:8](=[O:33])[NH:9][C:10](=[O:32])[N:11]([CH2:13][CH2:14][CH2:15][N:16]2[CH2:21][C@H:20]3[C@:18]([C:22]4[CH:27]=[CH:26][C:25]([C:28]([F:31])([F:30])[F:29])=[CH:24][CH:23]=4)([CH2:19]3)[CH2:17]2)[CH:12]=1.[ClH:34], predict the reaction product.